This data is from Forward reaction prediction with 1.9M reactions from USPTO patents (1976-2016). The task is: Predict the product of the given reaction. (1) Given the reactants C(O[C:4](=[O:12])[CH:5]=[C:6]([NH2:11])[C:7]([F:10])([F:9])[F:8])C.[H-].[Na+].[H][H].C([O:19][C:20]([NH:22][C:23]1[C:28]([F:29])=[CH:27][C:26]([Cl:30])=[CH:25][N:24]=1)=O)C.[CH3:31]I, predict the reaction product. The product is: [F:29][C:28]1[C:23]([N:22]2[C:4](=[O:12])[CH:5]=[C:6]([C:7]([F:8])([F:9])[F:10])[N:11]([CH3:31])[C:20]2=[O:19])=[N:24][CH:25]=[C:26]([Cl:30])[CH:27]=1. (2) Given the reactants ClC1C=CC=C(C(OO)=[O:9])C=1.[CH3:12][S:13][C:14]1[CH:15]=[CH:16][C:17]2[N:18]([N:20]=[C:21]([C:34]3[CH:39]=[CH:38][CH:37]=[CH:36][CH:35]=3)[C:22]=2[CH2:23][C:24]2[N:29]=[C:28]([C:30]([O:32][CH3:33])=[O:31])[CH:27]=[CH:26][CH:25]=2)[CH:19]=1.C(=O)(O)[O-].[Na+], predict the reaction product. The product is: [CH3:12][S:13]([C:14]1[CH:15]=[CH:16][C:17]2[N:18]([N:20]=[C:21]([C:34]3[CH:39]=[CH:38][CH:37]=[CH:36][CH:35]=3)[C:22]=2[CH2:23][C:24]2[N:29]=[C:28]([C:30]([O:32][CH3:33])=[O:31])[CH:27]=[CH:26][CH:25]=2)[CH:19]=1)=[O:9]. (3) The product is: [CH3:6][C:3]1([CH3:7])[NH:2][C:12](=[O:13])[CH2:11][S:5][CH2:4]1. Given the reactants Cl.[NH2:2][C:3]([CH3:7])([CH3:6])[CH2:4][SH:5].[OH-].[K+].Br[CH2:11][C:12](OCC)=[O:13], predict the reaction product. (4) Given the reactants [O:1]=[C:2](N1CCOC1=O)[CH2:3][CH2:4][CH:5]=O.[NH2:13][C@@H:14]1[CH2:19][CH2:18][C@H:17]([CH2:20][OH:21])[CH2:16][CH2:15]1, predict the reaction product. The product is: [OH:21][CH2:20][C@@H:17]1[CH2:18][CH2:19][C@H:14]([N:13]2[CH2:5][CH2:4][CH2:3][C:2]2=[O:1])[CH2:15][CH2:16]1. (5) Given the reactants [C:1]([O:5][C:6](=[O:17])[CH2:7][CH2:8][CH2:9][NH:10][CH2:11][CH:12]([O:15][CH3:16])[O:13][CH3:14])([CH3:4])([CH3:3])[CH3:2].[Cl:18][C:19]1[CH:20]=[C:21]([NH:26][C@H:27]([CH3:31])[C:28](O)=[O:29])[CH:22]=[CH:23][C:24]=1[Cl:25].C(N(CC)CC)C.CN(C(ON1N=NC2C=CC=NC1=2)=[N+](C)C)C.F[P-](F)(F)(F)(F)F.OS([O-])(=O)=O.[K+], predict the reaction product. The product is: [C:1]([O:5][C:6](=[O:17])[CH2:7][CH2:8][CH2:9][N:10]([C:28](=[O:29])[C@H:27]([NH:26][C:21]1[CH:22]=[CH:23][C:24]([Cl:25])=[C:19]([Cl:18])[CH:20]=1)[CH3:31])[CH2:11][CH:12]([O:13][CH3:14])[O:15][CH3:16])([CH3:3])([CH3:4])[CH3:2]. (6) Given the reactants [NH:1]([C:10]([O:12][CH2:13][C:14]1[CH:19]=[CH:18][C:17]([CH2:20][CH2:21][C:22]2[N:23]=[C:24]([NH:27][C:28](=[O:30])[CH3:29])[S:25][CH:26]=2)=[CH:16][C:15]=1[F:31])=[O:11])[NH:2]C(OC(C)(C)C)=O.O1CCOCC1.[ClH:38], predict the reaction product. The product is: [ClH:38].[NH:1]([C:10]([O:12][CH2:13][C:14]1[CH:19]=[CH:18][C:17]([CH2:20][CH2:21][C:22]2[N:23]=[C:24]([NH:27][C:28](=[O:30])[CH3:29])[S:25][CH:26]=2)=[CH:16][C:15]=1[F:31])=[O:11])[NH2:2]. (7) Given the reactants [Li][CH2:2]CCC.C(NC(C)C)(C)C.[Cl:13][C:14]1[CH:15]=[C:16]([C:20]2[O:24][N:23]=[C:22]([CH:25]([N:27]([CH3:40])[C:28]3[N:32]([CH3:33])[C:31]([C:34]4[CH:39]=[CH:38][N:37]=[CH:36][CH:35]=4)=[N:30][N:29]=3)[CH3:26])[N:21]=2)[CH:17]=[CH:18][CH:19]=1.CI, predict the reaction product. The product is: [Cl:13][C:14]1[CH:15]=[C:16]([C:20]2[O:24][N:23]=[C:22]([C:25]([N:27]([CH3:40])[C:28]3[N:32]([CH3:33])[C:31]([C:34]4[CH:35]=[CH:36][N:37]=[CH:38][CH:39]=4)=[N:30][N:29]=3)([CH3:2])[CH3:26])[N:21]=2)[CH:17]=[CH:18][CH:19]=1. (8) The product is: [Cl:11][C:4]1[CH:3]=[C:2]([NH:1][C:6]([CH2:5][C:4]2[CH:3]=[CH:2][CH:10]=[CH:9][C:17]=2[CH3:18])=[O:7])[CH:10]=[CH:9][C:5]=1[C:6]([OH:8])=[O:7]. Given the reactants [NH2:1][C:2]1[CH:10]=[CH:9][C:5]([C:6]([OH:8])=[O:7])=[C:4]([Cl:11])[CH:3]=1.C(N([CH2:17][CH3:18])CC)C, predict the reaction product. (9) The product is: [Cl:1][C:2]1[C:11]2[N:10]=[C:9]([CH3:12])[C:8]([CH2:13][C:14]3[CH:19]=[CH:18][C:17]([Cl:20])=[CH:16][CH:15]=3)=[C:7]([CH3:21])[C:6]=2[C:5]([C:30]#[N:31])=[CH:4][CH:3]=1. Given the reactants [Cl:1][C:2]1[CH:3]=[CH:4][C:5](OS(C(F)(F)F)(=O)=O)=[C:6]2[C:11]=1[N:10]=[C:9]([CH3:12])[C:8]([CH2:13][C:14]1[CH:19]=[CH:18][C:17]([Cl:20])=[CH:16][CH:15]=1)=[C:7]2[CH3:21].[CH3:30][N:31](C)C=O, predict the reaction product. (10) Given the reactants Cl.[CH:2]1([CH2:5][O:6][C:7]2[CH:15]=[CH:14][C:10]3[O:11][CH2:12][O:13][C:9]=3[C:8]=2[C:16]2[C:17]3[NH:24][C:23]([CH3:25])=[C:22]([C:26]([NH:28][C@H:29]4[C@H:33]([OH:34])[CH2:32][NH:31][CH2:30]4)=[O:27])[C:18]=3[N:19]=[CH:20][N:21]=2)[CH2:4][CH2:3]1.[C:35](Cl)(=[O:37])[CH3:36], predict the reaction product. The product is: [C:35]([N:31]1[CH2:32][C@@H:33]([OH:34])[C@H:29]([NH:28][C:26]([C:22]2[C:18]3[N:19]=[CH:20][N:21]=[C:16]([C:8]4[C:9]5[O:13][CH2:12][O:11][C:10]=5[CH:14]=[CH:15][C:7]=4[O:6][CH2:5][CH:2]4[CH2:4][CH2:3]4)[C:17]=3[NH:24][C:23]=2[CH3:25])=[O:27])[CH2:30]1)(=[O:37])[CH3:36].